This data is from Forward reaction prediction with 1.9M reactions from USPTO patents (1976-2016). The task is: Predict the product of the given reaction. (1) Given the reactants [I:1][C:2]1[C:3]([O:10][CH3:11])=[C:4]([CH:7]=[CH:8][CH:9]=1)[CH:5]=[O:6].CC(=C(C)C)C.O.P([O-])([O-])(O)=[O:20].[Na+].[Na+].Cl([O-])=O.[Na+], predict the reaction product. The product is: [I:1][C:2]1[C:3]([O:10][CH3:11])=[C:4]([CH:7]=[CH:8][CH:9]=1)[C:5]([OH:20])=[O:6]. (2) Given the reactants C([N:8](CC1C=CC=CC=1)[C:9]1([CH2:14][NH:15][C:16]2[C:25]3[C:20](=[CH:21][CH:22]=[C:23](C)[CH:24]=3)[N:19]=[C:18]([N:27]3[CH2:33][C:32]4[CH:34]=[CH:35][CH:36]=[CH:37][C:31]=4[S:30](=[O:39])(=[O:38])[CH2:29][CH2:28]3)[CH:17]=2)[CH2:13]C[O:11][CH2:10]1)C1C=CC=CC=1.NCC1(N)COC1, predict the reaction product. The product is: [NH2:8][C:9]1([CH2:14][NH:15][C:16]2[C:25]3[C:20](=[CH:21][CH:22]=[CH:23][CH:24]=3)[N:19]=[C:18]([N:27]3[CH2:33][C:32]4[CH:34]=[CH:35][CH:36]=[CH:37][C:31]=4[S:30](=[O:38])(=[O:39])[CH2:29][CH2:28]3)[CH:17]=2)[CH2:13][O:11][CH2:10]1. (3) Given the reactants [Cl:1][C:2]1[CH:3]=[C:4]([C:9]2[C:21]([O:22][CH3:23])=[CH:20][C:12]([C:13]([NH:15][S:16]([CH3:19])(=[O:18])=[O:17])=[O:14])=[C:11]([F:24])[CH:10]=2)[CH:5]=[N:6][C:7]=1F.C([O-])([O-])=O.[Cs+].[Cs+].[Cl:31][C:32]1[C:33]([CH3:39])=[C:34]([OH:38])[CH:35]=[CH:36][CH:37]=1, predict the reaction product. The product is: [Cl:1][C:2]1[CH:3]=[C:4]([C:9]2[C:21]([O:22][CH3:23])=[CH:20][C:12]([C:13]([NH:15][S:16]([CH3:19])(=[O:18])=[O:17])=[O:14])=[C:11]([F:24])[CH:10]=2)[CH:5]=[N:6][C:7]=1[O:38][C:34]1[CH:35]=[CH:36][CH:37]=[C:32]([Cl:31])[C:33]=1[CH3:39]. (4) Given the reactants [C:1]([NH:4][CH2:5][C:6]1[CH:7]=[C:8]2[C:12](=[CH:13][CH:14]=1)[N:11]([C:15]1[CH:20]=[CH:19][CH:18]=[C:17]([C:21]#[C:22][C@:23]3([OH:30])[CH2:27][CH2:26][N:25]([CH3:28])[C:24]3=[O:29])[CH:16]=1)[N:10]=[C:9]2[C:31]([O:33]C)=O)(=[O:3])[CH3:2].[NH3:35], predict the reaction product. The product is: [C:1]([NH:4][CH2:5][C:6]1[CH:7]=[C:8]2[C:12](=[CH:13][CH:14]=1)[N:11]([C:15]1[CH:20]=[CH:19][CH:18]=[C:17]([C:21]#[C:22][C@:23]3([OH:30])[CH2:27][CH2:26][N:25]([CH3:28])[C:24]3=[O:29])[CH:16]=1)[N:10]=[C:9]2[C:31]([NH2:35])=[O:33])(=[O:3])[CH3:2].